This data is from Peptide-MHC class I binding affinity with 185,985 pairs from IEDB/IMGT. The task is: Regression. Given a peptide amino acid sequence and an MHC pseudo amino acid sequence, predict their binding affinity value. This is MHC class I binding data. (1) The peptide sequence is YMPSVVETL. The MHC is HLA-A02:12 with pseudo-sequence HLA-A02:12. The binding affinity (normalized) is 0.797. (2) The peptide sequence is ELVRKTRFL. The MHC is HLA-A02:01 with pseudo-sequence HLA-A02:01. The binding affinity (normalized) is 0.0847. (3) The peptide sequence is RLRSSVPGV. The MHC is HLA-A02:06 with pseudo-sequence HLA-A02:06. The binding affinity (normalized) is 0.685. (4) The peptide sequence is KIEEIEKVEK. The MHC is HLA-A33:01 with pseudo-sequence HLA-A33:01. The binding affinity (normalized) is 0.00579. (5) The peptide sequence is FRALKYDFNH. The MHC is HLA-A33:01 with pseudo-sequence HLA-A33:01. The binding affinity (normalized) is 0.133.